This data is from Catalyst prediction with 721,799 reactions and 888 catalyst types from USPTO. The task is: Predict which catalyst facilitates the given reaction. (1) Reactant: [BH4-].[Na+].[CH3:3][O:4][C:5]1[CH:6]=[C:7]2[C:12](=[CH:13][CH:14]=1)[C:11](=[O:15])[CH2:10][CH2:9][CH2:8]2.[BH4-].O. Product: [CH3:3][O:4][C:5]1[CH:6]=[C:7]2[C:12](=[CH:13][CH:14]=1)[CH:11]([OH:15])[CH2:10][CH2:9][CH2:8]2. The catalyst class is: 5. (2) The catalyst class is: 374. Reactant: [Cl:1][C:2]1[C:3]2[S:10][CH:9]=[C:8]([CH:11]=[O:12])[C:4]=2[N:5]=[CH:6][N:7]=1.[O-:13]Cl=O.[Na+]. Product: [Cl:1][C:2]1[C:3]2[S:10][CH:9]=[C:8]([C:11]([OH:13])=[O:12])[C:4]=2[N:5]=[CH:6][N:7]=1.